This data is from Full USPTO retrosynthesis dataset with 1.9M reactions from patents (1976-2016). The task is: Predict the reactants needed to synthesize the given product. (1) The reactants are: C(OC([NH:8][C@H:9]([C:11]([NH:13][CH:14]1[N:20]=[C:19]([C:21]2[CH:26]=[CH:25][CH:24]=[CH:23][N:22]=2)[C:18]2[CH:27]=[CH:28][CH:29]=[CH:30][C:17]=2[N:16]([CH2:31][C:32](=[O:37])[C:33]([CH3:36])([CH3:35])[CH3:34])[C:15]1=[O:38])=[O:12])[CH3:10])=O)(C)(C)C.C(O)(C(F)(F)F)=O. Given the product [NH2:8][C@H:9]([C:11]([NH:13][CH:14]1[N:20]=[C:19]([C:21]2[CH:26]=[CH:25][CH:24]=[CH:23][N:22]=2)[C:18]2[CH:27]=[CH:28][CH:29]=[CH:30][C:17]=2[N:16]([CH2:31][C:32](=[O:37])[C:33]([CH3:35])([CH3:34])[CH3:36])[C:15]1=[O:38])=[O:12])[CH3:10], predict the reactants needed to synthesize it. (2) Given the product [Cl:1][C:2]1[CH:3]=[C:4]([CH:26]=[CH:27][CH:28]=1)[CH2:5][N:6]1[CH2:11][CH2:10][CH2:9][C@@H:8]([NH:12][C:13]2[N:14]=[CH:15][C:16](/[CH:19]=[CH:20]/[C:21]([OH:23])=[O:22])=[N:17][CH:18]=2)[CH2:7]1, predict the reactants needed to synthesize it. The reactants are: [Cl:1][C:2]1[CH:3]=[C:4]([CH:26]=[CH:27][CH:28]=1)[CH2:5][N:6]1[CH2:11][CH2:10][CH2:9][C@@H:8]([NH:12][C:13]2[N:14]=[CH:15][C:16](/[CH:19]=[CH:20]/[C:21]([O:23]CC)=[O:22])=[N:17][CH:18]=2)[CH2:7]1.[OH-].[Na+].Cl.